This data is from Reaction yield outcomes from USPTO patents with 853,638 reactions. The task is: Predict the reaction yield, written as a fraction of the theoretical maximum amount of product (1.0 means a 100% yield; for example, 0.34 means a 34% yield). (1) The reactants are [CH2:1]([N:4]1[C:8]2[C:9]([CH:14]([CH2:17][CH3:18])[CH2:15][CH3:16])=[CH:10][CH:11]=[C:12]([Cl:13])[C:7]=2[N:6]=[C:5]1Cl)[CH:2]=[CH2:3].[CH3:20][N:21]([CH3:30])[C:22]1[CH:27]=[C:26]([CH3:28])[C:25]([NH2:29])=[CH:24][N:23]=1.O.C1(C)C=CC(S(O)(=O)=O)=CC=1. The catalyst is CN1CCCC1=O.C(OCC)(=O)C. The product is [Cl:13][C:12]1[C:7]2[N:6]=[C:5]([NH:29][C:25]3[C:26]([CH3:28])=[CH:27][C:22]([N:21]([CH3:30])[CH3:20])=[N:23][CH:24]=3)[N:4]([CH2:1][CH:2]=[CH2:3])[C:8]=2[C:9]([CH:14]([CH2:17][CH3:18])[CH2:15][CH3:16])=[CH:10][CH:11]=1. The yield is 0.260. (2) The reactants are C(N(CC)CC)C.[CH3:8][N:9]1[C:17]2[C:12](=[CH:13][CH:14]=[CH:15][CH:16]=2)[C:11]([CH:18]=[O:19])=[N:10]1.[CH:20](=[N:27][C:28]1[CH:29]=[C:30]([CH2:36][OH:37])[CH:31]=[C:32]([O:34][CH3:35])[CH:33]=1)[C:21]1[CH:26]=[CH:25][CH:24]=[CH:23][CH:22]=1. The catalyst is [Cl-].C([N+]1C(C)=C(CCO)SC=1)C1C=CC=CC=1.C(O)C. The product is [OH:37][CH2:36][C:30]1[CH:29]=[C:28]([NH:27][CH:20]([C:21]2[CH:26]=[CH:25][CH:24]=[CH:23][CH:22]=2)[C:18]([C:11]2[C:12]3[C:17](=[CH:16][CH:15]=[CH:14][CH:13]=3)[N:9]([CH3:8])[N:10]=2)=[O:19])[CH:33]=[C:32]([O:34][CH3:35])[CH:31]=1. The yield is 0.450. (3) The reactants are [Cl:1][C:2]1[C:7]([OH:8])=[CH:6][CH:5]=[C:4]([CH2:9][OH:10])[N:3]=1.C([O-])(O)=O.[Na+].[I:16]I.OS([O-])(=O)=O.[Na+]. The catalyst is O. The product is [Cl:1][C:2]1[C:7]([OH:8])=[C:6]([I:16])[CH:5]=[C:4]([CH2:9][OH:10])[N:3]=1. The yield is 0.620. (4) The reactants are [C:1]([O:5][C:6]([NH:8][CH2:9][C:10]1[CH:11]=[N:12][C:13]([CH2:16]Cl)=[CH:14][CH:15]=1)=[O:7])([CH3:4])([CH3:3])[CH3:2].[NH:18]1[CH2:23][CH2:22][CH2:21][CH2:20][CH2:19]1.C([O-])(O)=O.[Na+]. The catalyst is C(#N)C.O.C(Cl)Cl. The product is [C:1]([O:5][C:6]([NH:8][CH2:9][C:10]1[CH:11]=[N:12][C:13]([CH2:16][N:18]2[CH2:23][CH2:22][CH2:21][CH2:20][CH2:19]2)=[CH:14][CH:15]=1)=[O:7])([CH3:4])([CH3:3])[CH3:2]. The yield is 0.920. (5) The reactants are C1(P(=O)(C2C=CC=CC=2)C2C=CC=CC=2)C=CC=CC=1.FC(F)(F)S(OS(C(F)(F)F)(=O)=O)(=O)=O.C([S:43][C:44]([CH3:73])([CH:68]([O:71][CH3:72])[O:69][CH3:70])[CH2:45][NH:46][C:47]([C:49]1[NH:50][C:51]2[C:56]([CH:57]=1)=[CH:55][CH:54]=[CH:53][C:52]=2[N:58]([CH3:67])[S:59]([C:62]1[S:63][CH:64]=[CH:65][CH:66]=1)(=[O:61])=[O:60])=O)C1C=CC=CC=1.C(=O)([O-])O.[Na+]. The catalyst is ClCCl. The product is [CH3:70][O:69][CH:68]([O:71][CH3:72])[C:44]1([CH3:73])[S:43][C:47]([C:49]2[NH:50][C:51]3[C:56]([CH:57]=2)=[CH:55][CH:54]=[CH:53][C:52]=3[N:58]([CH3:67])[S:59]([C:62]2[S:63][CH:64]=[CH:65][CH:66]=2)(=[O:61])=[O:60])=[N:46][CH2:45]1. The yield is 0.500. (6) The reactants are [F:1][C:2]([F:24])([F:23])[C:3]1[CH:22]=[CH:21][C:6]([C:7]([N:9]2[CH2:14][CH2:13][N:12]([CH2:15][C:16]([O:18]CC)=O)[CH2:11][CH2:10]2)=[O:8])=[CH:5][CH:4]=1.[NH2:25][NH2:26]. The catalyst is CCO. The product is [F:24][C:2]([F:23])([F:1])[C:3]1[CH:22]=[CH:21][C:6]([C:7]([N:9]2[CH2:10][CH2:11][N:12]([CH2:15][C:16]([NH:25][NH2:26])=[O:18])[CH2:13][CH2:14]2)=[O:8])=[CH:5][CH:4]=1. The yield is 0.614. (7) The reactants are [CH3:1][C:2]1[C:16](=[O:17])[N:15]=[C:14]2[N:4]([C@@H:5]3[O:9][C@H:8]([CH2:10][OH:11])[C@@H:7]([OH:12])[C@@H:6]3[O:13]2)[CH:3]=1.[CH3:18][O:19][CH2:20][CH2:21][O:22]B([O:22][CH2:21][CH2:20][O:19][CH3:18])[O:22][CH2:21][CH2:20][O:19][CH3:18]. The catalyst is COCCO. The product is [CH3:18][O:19][CH2:20][CH2:21][O:22][C@@H:6]1[C@H:7]([OH:12])[C@@H:8]([CH2:10][OH:11])[O:9][C@H:5]1[N:4]1[CH:3]=[C:2]([CH3:1])[C:16](=[O:17])[NH:15][C:14]1=[O:13]. The yield is 0.630. (8) The reactants are O=[C:2]1[CH2:6][CH2:5][CH2:4][CH:3]1[C:7]([O:9]CC)=O.[NH2:12][C:13]([NH2:15])=[O:14].Cl.[OH-].[Na+]. The catalyst is CCO. The product is [N:12]1[C:2]2[CH2:6][CH2:5][CH2:4][C:3]=2[C:7]([OH:9])=[N:15][C:13]=1[OH:14]. The yield is 0.520. (9) The reactants are C(N(CC)C(C)C)(C)C.[F:10][C:11]([F:40])([F:39])[C:12]([N:14]([CH2:24][C:25]1([CH2:31][C:32]2[CH:37]=[CH:36][C:35]([F:38])=[CH:34][CH:33]=2)[CH2:30][CH2:29][NH:28][CH2:27][CH2:26]1)[C@@H:15]1[CH2:17][C@H:16]1[C:18]1[CH:23]=[CH:22][CH:21]=[CH:20][CH:19]=1)=[O:13].[CH:41]([C:43]1([C:46]([O:48][CH3:49])=[O:47])[CH2:45][CH2:44]1)=O.C(O[BH-](OC(=O)C)OC(=O)C)(=O)C.[Na+]. The catalyst is C(Cl)Cl. The product is [F:38][C:35]1[CH:34]=[CH:33][C:32]([CH2:31][C:25]2([CH2:24][N:14]([C@@H:15]3[CH2:17][C@H:16]3[C:18]3[CH:19]=[CH:20][CH:21]=[CH:22][CH:23]=3)[C:12](=[O:13])[C:11]([F:39])([F:10])[F:40])[CH2:26][CH2:27][N:28]([CH2:41][C:43]3([C:46]([O:48][CH3:49])=[O:47])[CH2:45][CH2:44]3)[CH2:29][CH2:30]2)=[CH:37][CH:36]=1. The yield is 0.890. (10) The reactants are [C:1]([C:3]1[C:12]2[C:7](=[CH:8][CH:9]=[CH:10][CH:11]=2)[C:6](F)=[CH:5][CH:4]=1)#[N:2].[NH:14]1[CH2:19][CH2:18][CH2:17][CH:16]([CH2:20][NH:21][C:22](=[O:28])[O:23][C:24]([CH3:27])([CH3:26])[CH3:25])[CH2:15]1.C1CCN2C(=NCCC2)CC1. The catalyst is N1C=CC=CC=1. The product is [C:24]([O:23][C:22](=[O:28])[NH:21][CH2:20][CH:16]1[CH2:17][CH2:18][CH2:19][N:14]([C:6]2[C:7]3[C:12](=[CH:11][CH:10]=[CH:9][CH:8]=3)[C:3]([C:1]#[N:2])=[CH:4][CH:5]=2)[CH2:15]1)([CH3:27])([CH3:25])[CH3:26]. The yield is 0.710.